From a dataset of Peptide-MHC class I binding affinity with 185,985 pairs from IEDB/IMGT. Regression. Given a peptide amino acid sequence and an MHC pseudo amino acid sequence, predict their binding affinity value. This is MHC class I binding data. The peptide sequence is IYLPIVHPF. The MHC is HLA-B15:01 with pseudo-sequence HLA-B15:01. The binding affinity (normalized) is 0.0847.